The task is: Predict the reactants needed to synthesize the given product.. This data is from Full USPTO retrosynthesis dataset with 1.9M reactions from patents (1976-2016). (1) Given the product [Br:1][C:2]1[CH:10]=[C:9](/[CH:11]=[CH:12]/[CH:13]([C:18]2[CH:19]=[C:20]([Cl:26])[C:21]([Cl:25])=[C:22]([Cl:24])[CH:23]=2)[C:14]([F:17])([F:15])[F:16])[CH:8]=[CH:7][C:3]=1[C:4]([NH:40][C:41]1([C:44]#[N:45])[CH2:43][CH2:42]1)=[O:5], predict the reactants needed to synthesize it. The reactants are: [Br:1][C:2]1[CH:10]=[C:9](/[CH:11]=[CH:12]/[CH:13]([C:18]2[CH:23]=[C:22]([Cl:24])[C:21]([Cl:25])=[C:20]([Cl:26])[CH:19]=2)[C:14]([F:17])([F:16])[F:15])[CH:8]=[CH:7][C:3]=1[C:4](O)=[O:5].Cl.C(N=C=NCCCN(C)C)C.Cl.[NH2:40][C:41]1([C:44]#[N:45])[CH2:43][CH2:42]1.Cl. (2) Given the product [NH2:23][C:7]1[N:8]=[C:9]([CH3:10])[C:4]2[CH:3]=[C:2]([Br:1])[C:15](=[O:16])[N:14]([CH:17]3[CH2:21][CH2:20][CH2:19][CH2:18]3)[C:5]=2[N:6]=1, predict the reactants needed to synthesize it. The reactants are: [Br:1][C:2]1[C:15](=[O:16])[N:14]([CH:17]2[CH2:21][CH2:20][CH2:19][CH2:18]2)[C:5]2[N:6]=[C:7](S(C)=O)[N:8]=[C:9]([CH3:10])[C:4]=2[CH:3]=1.[OH-].[NH4+:23]. (3) The reactants are: [CH3:1][C:2]1[N:3]([C:7]2[CH:12]=[CH:11][C:10]([N+:13]([O-])=O)=[CH:9][CH:8]=2)[CH:4]=[CH:5][N:6]=1. Given the product [CH3:1][C:2]1[N:3]([C:7]2[CH:12]=[CH:11][C:10]([NH2:13])=[CH:9][CH:8]=2)[CH:4]=[CH:5][N:6]=1, predict the reactants needed to synthesize it. (4) Given the product [Cl:1][C:2]1[CH:7]=[C:6]([CH2:8][NH:9][C:10]([C@@H:12]2[CH2:16][C@@H:15]([F:17])[CH2:14][NH:13]2)=[O:11])[CH:5]=[C:4]([C:25]2[CH:30]=[N:29][C:28]([C:31]([F:32])([F:33])[F:34])=[N:27][CH:26]=2)[N:3]=1, predict the reactants needed to synthesize it. The reactants are: [Cl:1][C:2]1[CH:7]=[C:6]([CH2:8][NH:9][C:10]([C@@H:12]2[CH2:16][C@@H:15]([F:17])[CH2:14][N:13]2C(OC(C)(C)C)=O)=[O:11])[CH:5]=[C:4]([C:25]2[CH:26]=[N:27][C:28]([C:31]([F:34])([F:33])[F:32])=[N:29][CH:30]=2)[N:3]=1.O1CCOCC1.Cl. (5) Given the product [CH3:1][C:2]1[N:6]2[C:7]([C:14]([F:17])([F:16])[F:15])=[CH:8][CH:9]=[C:10]([C:11]([CH:45]3[C:46](=[O:51])[CH:47]4[CH2:50][CH:43]([CH2:49][CH2:48]4)[C:44]3=[O:52])=[O:13])[C:5]2=[N:4][N:3]=1, predict the reactants needed to synthesize it. The reactants are: [CH3:1][C:2]1[N:6]2[C:7]([C:14]([F:17])([F:16])[F:15])=[CH:8][CH:9]=[C:10]([C:11]([OH:13])=O)[C:5]2=[N:4][N:3]=1.C1C([N+]([O-])=O)=CC=C(O)C=1.C1CCC(N=C=NC2CCCCC2)CC1.[CH:43]12[CH2:50][CH:47]([CH2:48][CH2:49]1)[C:46](=[O:51])[CH2:45][C:44]2=[O:52].C(N(CC)CC)C.CC(O)(C#N)C. (6) Given the product [CH3:14][C:5]1[CH:6]=[C:7]([CH:12]=[CH:13][C:4]=1[C:1]1[S:3][CH:16]=[C:17]([CH3:18])[N:2]=1)[C:8]([O:10][CH3:11])=[O:9], predict the reactants needed to synthesize it. The reactants are: [C:1]([C:4]1[CH:13]=[CH:12][C:7]([C:8]([O:10][CH3:11])=[O:9])=[CH:6][C:5]=1[CH3:14])(=[S:3])[NH2:2].Cl[CH2:16][C:17](=O)[CH3:18]. (7) Given the product [CH2:31]([O:33][C:34]([C:36]1[C:37]([OH:58])=[C:38]2[C:44]([C:45]3[CH:46]=[CH:47][CH:48]=[CH:49][CH:50]=3)=[CH:43][N:42]([C:51]3[CH:52]=[CH:53][C:54]([F:57])=[CH:55][CH:56]=3)[C:39]2=[C:40]([Cl:15])[N:41]=1)=[O:35])[CH3:32], predict the reactants needed to synthesize it. The reactants are: C(OC(C1C(O)=C2C([Cl:15])=C(C3C=CC(F)=CC=3)N(C3C=CC(F)=CC=3)C2=CN=1)=O)C.[CH2:31]([O:33][C:34]([C:36]1[C:37]([OH:58])=[C:38]2[C:44]([C:45]3[CH:50]=[CH:49][CH:48]=[CH:47][CH:46]=3)=[CH:43][N:42]([C:51]3[CH:56]=[CH:55][C:54]([F:57])=[CH:53][CH:52]=3)[C:39]2=[CH:40][N:41]=1)=[O:35])[CH3:32]. (8) Given the product [C@H:1]12[CH2:7][C@H:4]([CH2:5][CH2:6]1)[CH2:3][C@H:2]2[NH:8][C:9]1[CH:18]=[N:17][C:16]2[C:11](=[CH:12][C:13]([O:21][CH3:22])=[C:14]([O:19][CH3:20])[CH:15]=2)[N:10]=1, predict the reactants needed to synthesize it. The reactants are: [CH:1]12[CH2:7][CH:4]([CH2:5][CH2:6]1)[CH2:3][CH:2]2[NH:8][C:9]1[CH:18]=[N:17][C:16]2[C:11](=[CH:12][C:13]([O:21][CH3:22])=[C:14]([O:19][CH3:20])[CH:15]=2)[N:10]=1.[C@]12(CS(O)(=O)=O)C(C)(C)C(CC1)CC2=O. (9) The reactants are: [F:1][CH:2]([F:18])[C:3]1[CH:8]=[CH:7][C:6]([C:9]2[C:14]([F:15])=[CH:13][N:12]=[C:11]([C:16]#[N:17])[CH:10]=2)=[CH:5][CH:4]=1. Given the product [F:18][CH:2]([F:1])[C:3]1[CH:4]=[CH:5][C:6]([C:9]2[C:14]([F:15])=[CH:13][N:12]=[C:11]([CH2:16][NH2:17])[CH:10]=2)=[CH:7][CH:8]=1, predict the reactants needed to synthesize it.